The task is: Regression. Given two drug SMILES strings and cell line genomic features, predict the synergy score measuring deviation from expected non-interaction effect.. This data is from NCI-60 drug combinations with 297,098 pairs across 59 cell lines. (1) Drug 1: C1CCC(C1)C(CC#N)N2C=C(C=N2)C3=C4C=CNC4=NC=N3. Drug 2: COCCOC1=C(C=C2C(=C1)C(=NC=N2)NC3=CC=CC(=C3)C#C)OCCOC.Cl. Cell line: M14. Synergy scores: CSS=-2.00, Synergy_ZIP=5.26, Synergy_Bliss=9.51, Synergy_Loewe=-0.864, Synergy_HSA=-0.364. (2) Drug 1: CC1CCC2CC(C(=CC=CC=CC(CC(C(=O)C(C(C(=CC(C(=O)CC(OC(=O)C3CCCCN3C(=O)C(=O)C1(O2)O)C(C)CC4CCC(C(C4)OC)O)C)C)O)OC)C)C)C)OC. Drug 2: CS(=O)(=O)OCCCCOS(=O)(=O)C. Cell line: HCC-2998. Synergy scores: CSS=12.4, Synergy_ZIP=-1.48, Synergy_Bliss=-0.0538, Synergy_Loewe=-48.1, Synergy_HSA=1.12.